Dataset: Full USPTO retrosynthesis dataset with 1.9M reactions from patents (1976-2016). Task: Predict the reactants needed to synthesize the given product. Given the product [Br:1][C:2]1[CH:3]=[N:4][C:5]2[N:6]([N:8]=[C:9]([C:11]([N:16]3[CH2:17][CH2:18][C:19]4[N:24]=[CH:23][CH:22]=[CH:21][C:20]=4[N:15]3[CH3:14])=[O:13])[CH:10]=2)[CH:7]=1, predict the reactants needed to synthesize it. The reactants are: [Br:1][C:2]1[CH:3]=[N:4][C:5]2[N:6]([N:8]=[C:9]([C:11]([OH:13])=O)[CH:10]=2)[CH:7]=1.[CH3:14][N:15]1[C:20]2[CH:21]=[CH:22][CH:23]=[N:24][C:19]=2[CH2:18][CH2:17][NH:16]1.